This data is from Forward reaction prediction with 1.9M reactions from USPTO patents (1976-2016). The task is: Predict the product of the given reaction. Given the reactants [N+]([C:4]1[CH:11]=[CH:10][CH:9]=[C:6]([C:7]#[N:8])[C:5]=1[C:12]#[N:13])([O-])=O.[N+:14]([C:17]1[CH:22]=[CH:21][CH:20]=[CH:19][C:18]=1[OH:23])([O-:16])=[O:15], predict the reaction product. The product is: [N+:14]([C:17]1[CH:22]=[CH:21][CH:20]=[CH:19][C:18]=1[O:23][C:10]1[CH:9]=[C:6]([C:7]#[N:8])[C:5](=[CH:4][CH:11]=1)[C:12]#[N:13])([O-:16])=[O:15].